Dataset: Forward reaction prediction with 1.9M reactions from USPTO patents (1976-2016). Task: Predict the product of the given reaction. (1) Given the reactants [OH:1][C:2]1[CH:6]=[C:5]([C:7]([O:9][CH3:10])=[O:8])[N:4]([CH3:11])[N:3]=1.Br[CH2:13][CH2:14][O:15][CH3:16].C(=O)([O-])[O-].[K+].[K+], predict the reaction product. The product is: [CH3:16][O:15][CH2:14][CH2:13][O:1][C:2]1[CH:6]=[C:5]([C:7]([O:9][CH3:10])=[O:8])[N:4]([CH3:11])[N:3]=1. (2) Given the reactants [Cl:1][C:2]1[CH:7]=[CH:6][C:5]([C:8](=O)[CH2:9][C:10]([O:12]CC)=O)=[CH:4][CH:3]=1.[NH2:16][C:17]1[NH:21][N:20]=[CH:19][C:18]=1[C:22]([O:24][CH2:25][CH3:26])=[O:23].C(OCC)(=O)C, predict the reaction product. The product is: [Cl:1][C:2]1[CH:3]=[CH:4][C:5]([C:8]2[CH:9]=[C:10]([OH:12])[N:21]3[N:20]=[CH:19][C:18]([C:22]([O:24][CH2:25][CH3:26])=[O:23])=[C:17]3[N:16]=2)=[CH:6][CH:7]=1. (3) Given the reactants C(OC(=O)[NH:7][C@H:8]1[CH2:13][CH2:12][C@H:11]([N:14]([CH2:39][CH3:40])[C:15]2[C:30]3[CH2:29][CH:28]=[CH:27][CH2:26][CH2:25][C:24]4[CH:31]=[C:32]([CH3:37])[N:33]=[C:34]([O:35]C)[C:23]=4[CH2:22][NH:21][C:20](=[O:38])[C:19]=3[CH:18]=[CH:17][CH:16]=2)[CH2:10][CH2:9]1)(C)(C)C.[ClH:42], predict the reaction product. The product is: [ClH:42].[NH2:7][C@H:8]1[CH2:13][CH2:12][C@H:11]([N:14]([CH2:39][CH3:40])[C:15]2[C:30]3[CH2:29][CH:28]=[CH:27][CH2:26][CH2:25][C:24]4[CH:31]=[C:32]([CH3:37])[NH:33][C:34](=[O:35])[C:23]=4[CH2:22][NH:21][C:20](=[O:38])[C:19]=3[CH:18]=[CH:17][CH:16]=2)[CH2:10][CH2:9]1. (4) Given the reactants Br[C:2]1[C:3]([NH2:9])=[N:4][CH:5]=[C:6]([Br:8])[N:7]=1.[OH:10][CH2:11][C@@H:12]([NH:19][C:20](=[O:36])[C:21]1[CH:26]=[CH:25][C:24](B2OC(C)(C)C(C)(C)O2)=[CH:23][CH:22]=1)[C:13]1[CH:18]=[CH:17][CH:16]=[CH:15][CH:14]=1.C(Cl)Cl.C([O-])([O-])=O.[Na+].[Na+], predict the reaction product. The product is: [NH2:9][C:3]1[C:2]([C:24]2[CH:25]=[CH:26][C:21]([C:20]([NH:19][C@@H:12]([C:13]3[CH:18]=[CH:17][CH:16]=[CH:15][CH:14]=3)[CH2:11][OH:10])=[O:36])=[CH:22][CH:23]=2)=[N:7][C:6]([Br:8])=[CH:5][N:4]=1. (5) Given the reactants [Cl:1][C:2]1[CH:3]=[CH:4][C:5]([C:33]([F:36])([F:35])[F:34])=[C:6]([C:8]2[CH:13]=[CH:12][N:11]([CH:14]([CH3:31])[C:15]([NH:17][C:18]3[CH:30]=[CH:29][C:21]([C:22]([O:24]C(C)(C)C)=[O:23])=[CH:20][CH:19]=3)=[O:16])[C:10](=[O:32])[CH:9]=2)[CH:7]=1.C(O)(C(F)(F)F)=O, predict the reaction product. The product is: [Cl:1][C:2]1[CH:3]=[CH:4][C:5]([C:33]([F:36])([F:34])[F:35])=[C:6]([C:8]2[CH:13]=[CH:12][N:11]([CH:14]([CH3:31])[C:15]([NH:17][C:18]3[CH:30]=[CH:29][C:21]([C:22]([OH:24])=[O:23])=[CH:20][CH:19]=3)=[O:16])[C:10](=[O:32])[CH:9]=2)[CH:7]=1.